Dataset: TCR-epitope binding with 47,182 pairs between 192 epitopes and 23,139 TCRs. Task: Binary Classification. Given a T-cell receptor sequence (or CDR3 region) and an epitope sequence, predict whether binding occurs between them. (1) The epitope is ALSKGVHFV. The TCR CDR3 sequence is CASSRAGAGGEQFF. Result: 0 (the TCR does not bind to the epitope). (2) Result: 0 (the TCR does not bind to the epitope). The epitope is TFYLTNDVSFL. The TCR CDR3 sequence is CASSPGTPTDTQYF. (3) The epitope is GTHWFVTQR. The TCR CDR3 sequence is CASSLTGLAGAEQYF. Result: 0 (the TCR does not bind to the epitope). (4) The epitope is KLSALGINAV. The TCR CDR3 sequence is CASSLEIMWPLNTEAFF. Result: 0 (the TCR does not bind to the epitope).